This data is from Reaction yield outcomes from USPTO patents with 853,638 reactions. The task is: Predict the reaction yield, written as a fraction of the theoretical maximum amount of product (1.0 means a 100% yield; for example, 0.34 means a 34% yield). (1) The reactants are [Br:1][C:2]1[CH:7]=[CH:6][C:5]([CH2:8][C:9]([OH:11])=O)=[CH:4][CH:3]=1.[CH2:12]([C@@H:19]1[CH2:23][O:22][C:21](=[O:24])[NH:20]1)[C:13]1[CH:18]=[CH:17][CH:16]=[CH:15][CH:14]=1.C(N(CC)CC)C.C(Cl)(=O)C(C)(C)C. The catalyst is C1(C)C=CC=CC=1. The product is [CH2:12]([C@@H:19]1[CH2:23][O:22][C:21](=[O:24])[N:20]1[C:9](=[O:11])[CH2:8][C:5]1[CH:4]=[CH:3][C:2]([Br:1])=[CH:7][CH:6]=1)[C:13]1[CH:14]=[CH:15][CH:16]=[CH:17][CH:18]=1. The yield is 0.830. (2) The reactants are [CH:1]([C:3]1[CH:11]=[CH:10][C:6]([C:7]([OH:9])=[O:8])=[CH:5][CH:4]=1)=[CH2:2].[CH2:12](O)[CH2:13][CH2:14][CH2:15][CH2:16][CH2:17][CH2:18][CH2:19][CH2:20][CH2:21][CH2:22][CH2:23][CH2:24][CH2:25][CH2:26][CH2:27][CH2:28][CH3:29].C1(C)C=CC(S(O)(=O)=O)=CC=1.C1(C)C=CC=CC=1. The catalyst is O. The product is [CH:1]([C:3]1[CH:11]=[CH:10][C:6]([C:7]([O:9][CH2:29][CH2:28][CH2:27][CH2:26][CH2:25][CH2:24][CH2:23][CH2:22][CH2:21][CH2:20][CH2:19][CH2:18][CH2:17][CH2:16][CH2:15][CH2:14][CH2:13][CH3:12])=[O:8])=[CH:5][CH:4]=1)=[CH2:2]. The yield is 0.510. (3) The reactants are [CH:1]1[C:10]2[C:5](=[CH:6][CH:7]=[C:8]([OH:11])[CH:9]=2)[CH:4]=[CH:3][C:2]=1[OH:12].[C:13]([O-])([O-])=O.[K+].[K+].IC. The catalyst is CC(C)=O. The product is [CH3:13][O:12][C:2]1[CH:1]=[C:10]2[C:5]([CH:6]=[CH:7][C:8]([OH:11])=[CH:9]2)=[CH:4][CH:3]=1. The yield is 0.370. (4) The reactants are [K].[CH3:2][O:3][CH2:4][C:5]([CH:7]1[CH2:11][CH2:10][N:9]([C:12]([O:14][CH2:15][C:16]2[CH:21]=[CH:20][CH:19]=[CH:18][CH:17]=2)=[O:13])[C:8]1=[O:22])=O.Cl.O.C1(C)C=CC(S(O)(=O)=O)=CC=1.[Br:36][C:37]1[CH:43]=[CH:42][C:40]([NH2:41])=[CH:39][CH:38]=1.C(=O)(O)[O-].[Na+]. The catalyst is C1CCCCC1.C1(C)C=CC=CC=1. The product is [Br:36][C:37]1[CH:43]=[CH:42][C:40]([NH:41][C:5](=[C:7]2[CH2:11][CH2:10][N:9]([C:12]([O:14][CH2:15][C:16]3[CH:21]=[CH:20][CH:19]=[CH:18][CH:17]=3)=[O:13])[C:8]2=[O:22])[CH2:4][O:3][CH3:2])=[CH:39][CH:38]=1. The yield is 0.616. (5) The product is [C:1]1([S:7]([N:10]2[C:14]3=[N:15][CH:16]=[C:17]([O:19][CH3:20])[CH:18]=[C:13]3[CH:12]=[C:11]2[C:21]([C:45]2[CH:46]=[CH:47][C:42]([C:39](=[O:41])[CH3:40])=[CH:43][CH:44]=2)=[CH:22][CH:23]2[CH2:27][CH2:26][CH2:25][CH2:24]2)(=[O:8])=[O:9])[CH:6]=[CH:5][CH:4]=[CH:3][CH:2]=1. The yield is 0.939. The catalyst is O1CCOCC1.C(OCC)(=O)C.Cl[Pd](Cl)([P](C1C=CC=CC=1)(C1C=CC=CC=1)C1C=CC=CC=1)[P](C1C=CC=CC=1)(C1C=CC=CC=1)C1C=CC=CC=1. The reactants are [C:1]1([S:7]([N:10]2[C:14]3=[N:15][CH:16]=[C:17]([O:19][CH3:20])[CH:18]=[C:13]3[CH:12]=[C:11]2[C:21](OS(C2C=CC(C)=CC=2)(=O)=O)=[CH:22][CH:23]2[CH2:27][CH2:26][CH2:25][CH2:24]2)(=[O:9])=[O:8])[CH:6]=[CH:5][CH:4]=[CH:3][CH:2]=1.[C:39]([C:42]1[CH:47]=[CH:46][C:45](B(O)O)=[CH:44][CH:43]=1)(=[O:41])[CH3:40].C(=O)([O-])[O-].[Na+].[Na+]. (6) The reactants are C(O[CH2:21][CH2:22][CH:23]([CH3:35])[CH2:24][CH2:25][CH2:26][CH:27]([CH3:34])[CH2:28][CH2:29][CH2:30][CH:31]([CH3:33])[CH3:32])(=O)CCCCCCCCCCCCCCCCC.C(O)(=O)CCCCCCCCCCCCCCCCC. The catalyst is CCCCC. The product is [CH3:35][CH:23]([CH2:24][CH2:25][CH2:26][CH:27]([CH3:34])[CH2:28][CH2:29][CH2:30][CH:31]([CH3:33])[CH3:32])[CH:22]=[CH2:21]. The yield is 0.855.